This data is from Full USPTO retrosynthesis dataset with 1.9M reactions from patents (1976-2016). The task is: Predict the reactants needed to synthesize the given product. (1) Given the product [O:38]1[C:39]2[C:34](=[CH:33][C:32]([C:12]3[N:11]=[C:10]([C@@H:8]4[NH:7][CH2:6][C@H:5]([OH:4])[CH2:9]4)[N:14]4[C:15]5[CH:21]=[CH:20][N:19]([S:22]([C:25]6[CH:31]=[CH:30][C:28]([CH3:29])=[CH:27][CH:26]=6)(=[O:24])=[O:23])[C:16]=5[N:17]=[CH:18][C:13]=34)=[CH:41][CH:40]=2)[CH2:35][CH2:36][CH2:37]1, predict the reactants needed to synthesize it. The reactants are: C([O:4][C@@H:5]1[CH2:9][C@H:8]([C:10]2[N:14]3[C:15]4[CH:21]=[CH:20][N:19]([S:22]([C:25]5[CH:31]=[CH:30][C:28]([CH3:29])=[CH:27][CH:26]=5)(=[O:24])=[O:23])[C:16]=4[N:17]=[CH:18][C:13]3=[C:12]([C:32]3[CH:33]=[C:34]4[C:39](=[CH:40][CH:41]=3)[O:38][CH2:37][CH2:36][CH2:35]4)[N:11]=2)[N:7](C(=O)C)[CH2:6]1)(=O)C.Cl.C([O-])(O)=O.[Na+]. (2) Given the product [C:1]([O:5][C:6](=[O:28])[NH:7][C@H:8]([C:22]1[CH:27]=[CH:26][CH:25]=[CH:24][CH:23]=1)[CH2:9][NH:11][CH2:12][CH:13]1[CH2:14][CH2:15][N:16]([CH:19]([CH3:20])[CH3:21])[CH2:17][CH2:18]1)([CH3:3])([CH3:4])[CH3:2], predict the reactants needed to synthesize it. The reactants are: [C:1]([O:5][C:6](=[O:28])[NH:7][C@H:8]([C:22]1[CH:27]=[CH:26][CH:25]=[CH:24][CH:23]=1)[C:9]([NH:11][CH2:12][CH:13]1[CH2:18][CH2:17][N:16]([CH:19]([CH3:21])[CH3:20])[CH2:15][CH2:14]1)=O)([CH3:4])([CH3:3])[CH3:2].[H-].COCCO[Al+]OCCOC.[Na+].[H-].C1(C)C=CC=CC=1. (3) The reactants are: [N+:1]([C:4]1[CH:5]=[C:6]([N:18]2[CH2:23][CH2:22][O:21][CH2:20][CH2:19]2)[CH:7]=[C:8]([O:10][CH2:11][C:12]2[CH:17]=[CH:16][CH:15]=[CH:14][CH:13]=2)[CH:9]=1)([O-])=O.C(=O)([O-])[O-].[K+].[K+].C(O)C. Given the product [N:18]1([C:6]2[CH:5]=[C:4]([CH:9]=[C:8]([O:10][CH2:11][C:12]3[CH:13]=[CH:14][CH:15]=[CH:16][CH:17]=3)[CH:7]=2)[NH2:1])[CH2:23][CH2:22][O:21][CH2:20][CH2:19]1, predict the reactants needed to synthesize it. (4) The reactants are: [CH3:1][C:2]1([CH3:10])[O:9][C:7](=[O:8])[CH2:6][C:4](=[O:5])[O:3]1.[CH3:11]OC(OC)OC.[NH2:18][C:19]1[CH:20]=[C:21]([O:25][CH3:26])[CH:22]=[N:23][CH:24]=1. Given the product [CH3:26][O:25][C:21]1[CH:20]=[C:19]([NH:18][CH:11]=[C:6]2[C:7](=[O:8])[O:9][C:2]([CH3:10])([CH3:1])[O:3][C:4]2=[O:5])[CH:24]=[N:23][CH:22]=1, predict the reactants needed to synthesize it. (5) Given the product [F:11][C:12]1[CH:17]=[CH:16][CH:15]=[C:14]([F:18])[C:13]=1[C:2]1[N:7]=[C:6]([C:8]([OH:10])=[O:9])[CH:5]=[CH:4][N:3]=1, predict the reactants needed to synthesize it. The reactants are: Cl[C:2]1[N:7]=[C:6]([C:8]([OH:10])=[O:9])[CH:5]=[CH:4][N:3]=1.[F:11][C:12]1[CH:17]=[CH:16][CH:15]=[C:14]([F:18])[C:13]=1B(O)O. (6) Given the product [Cl:1][C:2]1[CH:3]=[C:4]2[C:9](=[CH:10][C:11]=1[C:12]([N:68]1[CH2:69][CH2:70][CH2:71][CH:67]1[C:65]([O:64][CH3:63])=[O:66])=[O:14])[N:8]=[CH:7][N:6]=[C:5]2[NH:15][CH:16]([C:18]1[NH:22][C:21]2[CH:23]=[CH:24][C:25]([Cl:27])=[CH:26][C:20]=2[N:19]=1)[CH3:17], predict the reactants needed to synthesize it. The reactants are: [Cl:1][C:2]1[CH:3]=[C:4]2[C:9](=[CH:10][C:11]=1[C:12]([OH:14])=O)[N:8]=[CH:7][N:6]=[C:5]2[NH:15][CH:16]([C:18]1[NH:22][C:21]2[CH:23]=[CH:24][C:25]([Cl:27])=[CH:26][C:20]=2[N:19]=1)[CH3:17].FC1C(OC(N(C)C)=[N+](C)C)=C(F)C(F)=C(F)C=1F.F[P-](F)(F)(F)(F)F.C(N(C(C)C)CC)(C)C.[CH3:63][O:64][C:65]([CH:67]1[CH2:71][CH2:70][CH2:69][NH:68]1)=[O:66].